Dataset: Acute oral toxicity (LD50) regression data from Zhu et al.. Task: Regression/Classification. Given a drug SMILES string, predict its toxicity properties. Task type varies by dataset: regression for continuous values (e.g., LD50, hERG inhibition percentage) or binary classification for toxic/non-toxic outcomes (e.g., AMES mutagenicity, cardiotoxicity, hepatotoxicity). Dataset: ld50_zhu. (1) The molecule is COC(=O)CC(SP(=O)(OC)OC)C(=O)OC. The rat oral LD50 is 3.44, given as -log10 of the dose in mol/kg body weight (higher means more acutely toxic). (2) The compound is CCCCN=C(NCCCC)C(OCC)c1ccc(Cl)cc1. The rat oral LD50 is 3.17, given as -log10 of the dose in mol/kg body weight (higher means more acutely toxic). (3) The compound is CCN(CC)CCNC(=O)c1cc(Cl)cc(Cl)c1OCc1ccccc1. The rat oral LD50 is 2.79, given as -log10 of the dose in mol/kg body weight (higher means more acutely toxic). (4) The compound is C1=CC=CCC=C1. The rat oral LD50 is 3.21, given as -log10 of the dose in mol/kg body weight (higher means more acutely toxic). (5) The molecule is Nc1ccc(N(c2ccccc2)c2ccc(N)cc2)cc1. The rat oral LD50 is 2.92, given as -log10 of the dose in mol/kg body weight (higher means more acutely toxic).